This data is from Catalyst prediction with 721,799 reactions and 888 catalyst types from USPTO. The task is: Predict which catalyst facilitates the given reaction. Reactant: [F:1][C:2]([F:39])([F:38])[C:3]1[CH:37]=[CH:36][C:6]([CH2:7][C:8]2[CH:13]=[CH:12][C:11]([O:14][C:15]([N:17]3[CH2:22][CH2:21][CH:20]([O:23][C:24]4[CH:29]=[CH:28][C:27]([C:30]([O:32]CC=C)=[O:31])=[CH:26][CH:25]=4)[CH2:19][CH2:18]3)=[O:16])=[CH:10][CH:9]=2)=[CH:5][CH:4]=1.CC1(C)CC(=O)CC(=O)C1. Product: [F:38][C:2]([F:1])([F:39])[C:3]1[CH:37]=[CH:36][C:6]([CH2:7][C:8]2[CH:13]=[CH:12][C:11]([O:14][C:15]([N:17]3[CH2:22][CH2:21][CH:20]([O:23][C:24]4[CH:29]=[CH:28][C:27]([C:30]([OH:32])=[O:31])=[CH:26][CH:25]=4)[CH2:19][CH2:18]3)=[O:16])=[CH:10][CH:9]=2)=[CH:5][CH:4]=1. The catalyst class is: 602.